From a dataset of Forward reaction prediction with 1.9M reactions from USPTO patents (1976-2016). Predict the product of the given reaction. (1) Given the reactants C(OC([N:8]1[CH:13]([CH3:14])[CH2:12][N:11]([C:15]2[CH:20]=[CH:19][CH:18]=[CH:17][C:16]=2[NH:21][C:22]2[C:23]3[CH:30]=[CH:29][S:28][C:24]=3[N:25]=[CH:26][N:27]=2)[CH2:10][CH:9]1[CH3:31])=O)(C)(C)C.FC(F)(F)C(O)=O, predict the reaction product. The product is: [CH3:14][CH:13]1[NH:8][CH:9]([CH3:31])[CH2:10][N:11]([C:15]2[CH:20]=[CH:19][CH:18]=[CH:17][C:16]=2[NH:21][C:22]2[C:23]3[CH:30]=[CH:29][S:28][C:24]=3[N:25]=[CH:26][N:27]=2)[CH2:12]1. (2) Given the reactants [CH3:1][C:2]([CH3:9])([CH3:8])[C:3](=O)[CH2:4][C:5]#[N:6].[C:10]([CH2:12][CH2:13][NH:14][NH2:15])#[N:11], predict the reaction product. The product is: [NH2:6][C:5]1[N:14]([CH2:13][CH2:12][C:10]#[N:11])[N:15]=[C:3]([C:2]([CH3:9])([CH3:8])[CH3:1])[CH:4]=1. (3) The product is: [Cl:28][C:29]1[CH:34]=[C:33]([C:35]2[CH:40]=[N:39][CH:38]=[C:37]([CH3:41])[N:36]=2)[CH:32]=[CH:31][C:30]=1[C:42]1[C:53](=[O:54])[N:52]([CH2:62][CH2:63][O:64][CH2:65][CH2:66][OH:67])[C:45]2[N:46]=[C:47]([NH:72][CH:70]3[CH2:71][O:68][CH2:69]3)[N:48]=[CH:49][C:44]=2[CH:43]=1. Given the reactants CC1C=C(C2C=CC=C(C)N=2)C=CC=1C1C(=O)NC2N=C(SC)N=CC=2C=1.[Cl:28][C:29]1[CH:34]=[C:33]([C:35]2[CH:40]=[N:39][CH:38]=[C:37]([CH3:41])[N:36]=2)[CH:32]=[CH:31][C:30]=1[C:42]1[C:53](=[O:54])[NH:52][C:45]2[N:46]=[C:47](SC)[N:48]=[CH:49][C:44]=2[CH:43]=1.BrCCCCO.Br[CH2:62][CH2:63][O:64][CH2:65][CH2:66][OH:67].[O:68]1[CH2:71][CH:70]([NH2:72])[CH2:69]1.C(N)C, predict the reaction product. (4) Given the reactants [CH2:1]([N:3]1[C:11]2[C:6](=[CH:7][CH:8]=[C:9]([O:12][CH3:13])[CH:10]=2)[C:5]([C:14]#[N:15])=[C:4]1I)[CH3:2].[F-].[Cs+], predict the reaction product. The product is: [NH2:3][C:11]1[CH:6]=[CH:7][C:8]([C:4]2[N:3]([CH2:1][CH3:2])[C:11]3[C:6]([C:5]=2[C:14]#[N:15])=[CH:7][CH:8]=[C:9]([O:12][CH3:13])[CH:10]=3)=[CH:9][CH:10]=1.